This data is from Full USPTO retrosynthesis dataset with 1.9M reactions from patents (1976-2016). The task is: Predict the reactants needed to synthesize the given product. (1) Given the product [Br:36][C:2]1[N:6]([C:7]2[C:12]([F:13])=[CH:11][C:10]([C:14]([F:17])([F:16])[F:15])=[CH:9][C:8]=2[Cl:18])[N:5]=[C:4]([C:19]#[N:20])[C:3]=1[S:21]([C:23]([F:26])([F:25])[F:24])=[O:22], predict the reactants needed to synthesize it. The reactants are: N[C:2]1[N:6]([C:7]2[C:12]([F:13])=[CH:11][C:10]([C:14]([F:17])([F:16])[F:15])=[CH:9][C:8]=2[Cl:18])[N:5]=[C:4]([C:19]#[N:20])[C:3]=1[S:21]([C:23]([F:26])([F:25])[F:24])=[O:22].N(OCCC(C)C)=O.C(Br)(Br)[Br:36]. (2) Given the product [F:26][C:20]1[CH:21]=[C:22]([F:25])[CH:23]=[CH:24][C:19]=1[N:17]([CH3:18])[C:15]([C:13]1[S:14][C:5]2[C:4]3[CH:3]=[C:2]([N:31]4[CH2:32][CH2:33][N:28]([CH3:27])[CH2:29][CH2:30]4)[CH:11]=[CH:10][C:9]=3[O:8][CH2:7][C:6]=2[CH:12]=1)=[O:16], predict the reactants needed to synthesize it. The reactants are: Br[C:2]1[CH:11]=[CH:10][C:9]2[O:8][CH2:7][C:6]3[CH:12]=[C:13]([C:15]([N:17]([C:19]4[CH:24]=[CH:23][C:22]([F:25])=[CH:21][C:20]=4[F:26])[CH3:18])=[O:16])[S:14][C:5]=3[C:4]=2[CH:3]=1.[CH3:27][N:28]1[CH2:33][CH2:32][NH:31][CH2:30][CH2:29]1. (3) Given the product [Br:1][C:2]1[N:7]=[C:6]([CH2:8][N:14]2[C:10](=[O:20])[C:11]3[C:12](=[CH:16][CH:17]=[CH:18][CH:19]=3)[C:13]2=[O:15])[CH:5]=[CH:4][CH:3]=1, predict the reactants needed to synthesize it. The reactants are: [Br:1][C:2]1[N:7]=[C:6]([CH2:8]O)[CH:5]=[CH:4][CH:3]=1.[C:10]1(=[O:20])[NH:14][C:13](=[O:15])[C:12]2=[CH:16][CH:17]=[CH:18][CH:19]=[C:11]12.C1(P(C2C=CC=CC=2)C2C=CC=CC=2)C=CC=CC=1.C1CCN(C(N=NC(N2CCCCC2)=O)=O)CC1. (4) Given the product [CH3:1][C@@H:2]1[CH2:7][CH2:6][CH2:5][CH2:4][N:3]1[C:8]1[CH:16]=[CH:15][C:11]([C:12]2[O:14][N:22]=[C:23]([C:25]3[CH:33]=[CH:32][C:28]4[NH:29][CH:30]=[N:31][C:27]=4[CH:26]=3)[N:24]=2)=[CH:10][C:9]=1[C:17]([F:19])([F:18])[F:20], predict the reactants needed to synthesize it. The reactants are: [CH3:1][C@@H:2]1[CH2:7][CH2:6][CH2:5][CH2:4][N:3]1[C:8]1[CH:16]=[CH:15][C:11]([C:12]([OH:14])=O)=[CH:10][C:9]=1[C:17]([F:20])([F:19])[F:18].O[N:22]=[C:23]([C:25]1[CH:33]=[CH:32][C:28]2[NH:29][CH:30]=[N:31][C:27]=2[CH:26]=1)[NH2:24].